Task: Predict the product of the given reaction.. Dataset: Forward reaction prediction with 1.9M reactions from USPTO patents (1976-2016) Given the reactants [CH3:1][S:2]([C:5]1[CH:6]=[C:7]([CH:12]=[CH:13][CH:14]=1)[C:8](OC)=[O:9])(=[O:4])=[O:3].[H-].[Al+3].[Li+].[H-].[H-].[H-], predict the reaction product. The product is: [CH3:1][S:2]([C:5]1[CH:6]=[C:7]([CH:12]=[CH:13][CH:14]=1)[CH2:8][OH:9])(=[O:3])=[O:4].